Task: Predict the product of the given reaction.. Dataset: Forward reaction prediction with 1.9M reactions from USPTO patents (1976-2016) (1) Given the reactants [Cl:1][C:2]1[C:3]([F:23])=[C:4]([CH:20]=[CH:21][CH:22]=1)[NH:5][C:6]1[C:15]2[C:10](=[CH:11][C:12]([O:18][CH3:19])=[C:13]([CH:16]=O)[CH:14]=2)[N:9]=[CH:8][N:7]=1.[N:24]1([CH2:30][CH2:31][NH2:32])[CH2:29][CH2:28][O:27][CH2:26][CH2:25]1, predict the reaction product. The product is: [Cl:1][C:2]1[C:3]([F:23])=[C:4]([NH:5][C:6]2[C:15]3[C:10](=[CH:11][C:12]([O:18][CH3:19])=[C:13]([CH2:16][NH:32][CH2:31][CH2:30][N:24]4[CH2:29][CH2:28][O:27][CH2:26][CH2:25]4)[CH:14]=3)[N:9]=[CH:8][N:7]=2)[CH:20]=[CH:21][CH:22]=1. (2) Given the reactants [CH2:1]([C:11]1[CH:18]=[CH:17][C:14]([CH2:15][NH2:16])=[CH:13][CH:12]=1)[CH2:2][CH2:3][CH2:4][CH2:5][CH2:6][CH2:7][CH2:8][CH2:9][CH3:10].[CH2:19]([O:21][C:22]([C:24]1([C:29]([O:31][CH2:32][CH3:33])=[O:30])[CH2:27][C:26](=O)[CH2:25]1)=[O:23])[CH3:20], predict the reaction product. The product is: [CH2:32]([O:31][C:29]([C:24]1([C:22]([O:21][CH2:19][CH3:20])=[O:23])[CH2:25][CH:26]([NH:16][CH2:15][C:14]2[CH:13]=[CH:12][C:11]([CH2:1][CH2:2][CH2:3][CH2:4][CH2:5][CH2:6][CH2:7][CH2:8][CH2:9][CH3:10])=[CH:18][CH:17]=2)[CH2:27]1)=[O:30])[CH3:33]. (3) Given the reactants C(=O)([O-])[O-].[K+].[K+].O.CC(C)=O.[CH3:12][O:13][C:14]([C:16]1[C:25]([CH3:26])=[C:24]([O:27]C(=O)C)[C:23]2[C:18](=[CH:19][CH:20]=[C:21]([F:31])[CH:22]=2)[CH:17]=1)=[O:15], predict the reaction product. The product is: [CH3:12][O:13][C:14]([C:16]1[C:25]([CH3:26])=[C:24]([OH:27])[C:23]2[C:18](=[CH:19][CH:20]=[C:21]([F:31])[CH:22]=2)[CH:17]=1)=[O:15]. (4) Given the reactants C1(C(=NC[C:16]([O:18][C:19]([CH3:22])([CH3:21])[CH3:20])=[O:17])C2C=CC=CC=2)C=CC=CC=1.[Br-].C(O[C@H](C1C2C(=CC=CC=2)N=CC=1)[C@@H:29]1C[C@@H]2CC[N+:30]1(CC1C3C(C=C4C=1C=CC=C4)=CC=CC=3)C[C@@H]2C=C)C=C.C([N:68]=P1(N(CC)CC)N(C)CCCN1C)(C)(C)C.[Br:82][C:83]1[N:88]=[CH:87][C:86]([CH2:89][C@H:90]([N:98]=C(C2C=CC=CC=2)C2C=CC=CC=2)[C:91](OC(C)(C)C)=O)=[CH:85][CH:84]=1.[C:112](O)(=O)[CH2:113][C:114]([CH2:119][C:120]([OH:122])=O)(C(O)=O)O, predict the reaction product. The product is: [Br:82][C:83]1[N:88]=[CH:87][C:86]([CH2:89][C@H:90]([NH:98][C:120]([C@@H:119]2[CH2:114][CH2:113][CH2:112][CH2:29][N:30]2[C:16]([O:18][C:19]([CH3:20])([CH3:21])[CH3:22])=[O:17])=[O:122])[C:91]#[N:68])=[CH:85][CH:84]=1. (5) Given the reactants [Cl:1][N:2]([C:10]1[C:19]2[C:14](=[CH:15][C:16]([OH:22])=[C:17]([O:20][CH3:21])[CH:18]=2)[N:13]=[CH:12][N:11]=1)[C:3]1[CH:8]=[CH:7][CH:6]=[CH:5][C:4]=1[F:9].C1(P(C2C=CC=CC=2)C2C=CC=CC=2)C=CC=CC=1.[O:42]1[CH2:47][CH2:46][N:45]([CH2:48][C:49]#[C:50][CH2:51]O)[CH2:44][CH2:43]1.N(C(OCC)=O)=NC(OCC)=O.C(Cl)[Cl:66], predict the reaction product. The product is: [OH2:20].[ClH:1].[Cl:66][C:6]1[CH:7]=[CH:8][C:3]([NH:2][C:10]2[C:19]3[C:14](=[CH:15][C:16]([O:22][CH2:51][C:50]#[C:49][CH2:48][N:45]4[CH2:46][CH2:47][O:42][CH2:43][CH2:44]4)=[C:17]([O:20][CH3:21])[CH:18]=3)[N:13]=[CH:12][N:11]=2)=[C:4]([F:9])[CH:5]=1. (6) Given the reactants [CH2:1]([OH:23])[C@H:2]1[O:7][C@H:6]([O:8][C@:9]2([CH2:18][OH:19])[O:13][C@H:12]([CH2:14][OH:15])[C@@H:11]([OH:16])[C@@H:10]2[OH:17])[C@H:5]([OH:20])[C@@H:4]([OH:21])[C@@H:3]1[OH:22].[P:24]([O-:28])([O-:27])([O-:26])=[O:25].[Na+].[Na+].[Na+], predict the reaction product. The product is: [CH2:1]([OH:23])[C@H:2]1[O:7][C@H:6]([O:8][C@:9]2([CH2:18][OH:19])[O:13][C@H:12]([CH2:14][OH:15])[C@@H:11]([OH:16])[C@@H:10]2[OH:17])[C@H:5]([OH:20])[C@@H:4]([OH:21])[C@@H:3]1[OH:22].[P:24]([O-:28])([O-:27])([O-:26])=[O:25]. (7) Given the reactants Br[C:2]1[C:10]2[N:9]3[CH2:11][CH2:12][NH:13][C:14](=[O:15])[C:8]3=[C:7]([CH3:16])[C:6]=2[CH:5]=[C:4]([C:17]#[N:18])[CH:3]=1.[F:19][C:20]1[CH:25]=[C:24]([F:26])[CH:23]=[CH:22][C:21]=1B(O)O, predict the reaction product. The product is: [F:19][C:20]1[CH:25]=[C:24]([F:26])[CH:23]=[CH:22][C:21]=1[C:2]1[C:10]2[N:9]3[CH2:11][CH2:12][NH:13][C:14](=[O:15])[C:8]3=[C:7]([CH3:16])[C:6]=2[CH:5]=[C:4]([C:17]#[N:18])[CH:3]=1. (8) Given the reactants [Li]CCCC.Br[C:7]1[CH:12]=[CH:11][CH:10]=[CH:9][C:8]=1[O:13][CH3:14].[CH3:15][Sn:16](Cl)([CH3:18])[CH3:17], predict the reaction product. The product is: [CH3:15][Sn:16]([CH3:18])([CH3:17])[C:7]1[CH:12]=[CH:11][CH:10]=[CH:9][C:8]=1[O:13][CH3:14]. (9) Given the reactants [C:1]([O:5][C:6]([N:8]1[CH2:13][CH2:12][N:11]([CH2:14][C:15]2[C:20]([Br:21])=[CH:19][C:18]([C:22]([O:24]CC)=[O:23])=[C:17]([NH2:27])[C:16]=2[Br:28])[CH2:10][CH2:9]1)=[O:7])([CH3:4])([CH3:3])[CH3:2].NC1C(Cl)=C(C=O)C(C(F)(F)F)=CC=1C(O)=O.[OH-].[K+].[OH-].[Na+], predict the reaction product. The product is: [C:1]([O:5][C:6]([N:8]1[CH2:9][CH2:10][N:11]([CH2:14][C:15]2[C:20]([Br:21])=[CH:19][C:18]([C:22]([OH:24])=[O:23])=[C:17]([NH2:27])[C:16]=2[Br:28])[CH2:12][CH2:13]1)=[O:7])([CH3:4])([CH3:2])[CH3:3]. (10) Given the reactants Cl[C:2]1[CH:3]=[CH:4][C:5]2[N:6]=[CH:7][N:8]=[C:9]([O:12][CH:13]3[CH2:18][CH2:17][O:16][CH2:15][CH2:14]3)[C:10]=2[N:11]=1.CC1(C)C(C)(C)OB([C:27]2[CH:28]=[C:29]([NH:33][S:34]([C:37]3[CH:42]=[CH:41][CH:40]=[CH:39][CH:38]=3)(=[O:36])=[O:35])[CH:30]=[N:31][CH:32]=2)O1.C([O-])(O)=O.[Na+], predict the reaction product. The product is: [O:16]1[CH2:17][CH2:18][CH:13]([O:12][C:9]2[C:10]3[N:11]=[C:2]([C:27]4[CH:28]=[C:29]([NH:33][S:34]([C:37]5[CH:38]=[CH:39][CH:40]=[CH:41][CH:42]=5)(=[O:35])=[O:36])[CH:30]=[N:31][CH:32]=4)[CH:3]=[CH:4][C:5]=3[N:6]=[CH:7][N:8]=2)[CH2:14][CH2:15]1.